From a dataset of Reaction yield outcomes from USPTO patents with 853,638 reactions. Predict the reaction yield, written as a fraction of the theoretical maximum amount of product (1.0 means a 100% yield; for example, 0.34 means a 34% yield). The reactants are [H-].[Al+3].[Li+].[H-].[H-].[H-].[C:7](OC)(=[O:19])[CH2:8][CH2:9][CH2:10][CH2:11][CH2:12][CH2:13][CH2:14][CH:15]=[CH:16][CH2:17][CH3:18]. The catalyst is O1CCCC1. The product is [CH2:7]([OH:19])[CH2:8][CH2:9][CH2:10][CH2:11][CH2:12][CH2:13][CH2:14][CH:15]=[CH:16][CH2:17][CH3:18]. The yield is 0.950.